From a dataset of Forward reaction prediction with 1.9M reactions from USPTO patents (1976-2016). Predict the product of the given reaction. Given the reactants [F:1][C:2]1[CH:31]=[CH:30][CH:29]=[CH:28][C:3]=1[CH2:4][NH:5][C:6]1[C:11]([C:12]([NH2:14])=[O:13])=[CH:10][N:9]=[C:8]([NH:15][C:16]2[CH:21]=[CH:20][C:19]([CH:22]3[CH2:27][CH2:26][NH:25][CH2:24][CH2:23]3)=[CH:18][CH:17]=2)[CH:7]=1.[ClH:32].CCN(C(C)C)[CH:36]([CH3:38])[CH3:37].CC(C)=O, predict the reaction product. The product is: [F:1][C:2]1[CH:31]=[CH:30][CH:29]=[CH:28][C:3]=1[CH2:4][NH:5][C:6]1[C:11]([C:12]([NH2:14])=[O:13])=[CH:10][N:9]=[C:8]([NH:15][C:16]2[CH:17]=[CH:18][C:19]([CH:22]3[CH2:27][CH2:26][N:25]([CH:36]([CH3:38])[CH3:37])[CH2:24][CH2:23]3)=[CH:20][CH:21]=2)[CH:7]=1.[ClH:32].